From a dataset of Full USPTO retrosynthesis dataset with 1.9M reactions from patents (1976-2016). Predict the reactants needed to synthesize the given product. (1) The reactants are: [C:1]([O:5][C:6]([NH:8][C@@H:9]([CH2:13][CH2:14][CH2:15][CH2:16][NH:17][C:18]([O:20][C:21]([CH3:24])([CH3:23])[CH3:22])=[O:19])[C:10]([OH:12])=O)=[O:7])([CH3:4])([CH3:3])[CH3:2].CN(C(ON1N=NC2C=CC=CC1=2)=[N+](C)C)C.[B-](F)(F)(F)F.Cl.Cl.[NH2:49][C@@H:50]([CH:89]([CH3:91])[CH3:90])[C:51]([O:53][C@H:54]1[C@H:59]([NH:60][C:61]([O:63][CH3:64])=[O:62])[CH2:58][CH2:57][N:56]([C:65]2[CH:70]=[C:69]([C:71]#[N:72])[CH:68]=[C:67]([NH:73][C:74]3[N:79]=[C:78]([NH:80][CH2:81][CH3:82])[C:77]4=[N:83][CH:84]=[C:85]([C:86]#[N:87])[N:76]4[N:75]=3)[C:66]=2[Cl:88])[CH2:55]1)=[O:52]. Given the product [C:1]([O:5][C:6]([NH:8][C@@H:9]([CH2:13][CH2:14][CH2:15][CH2:16][NH:17][C:18]([O:20][C:21]([CH3:24])([CH3:23])[CH3:22])=[O:19])[C:10]([NH:49][C@@H:50]([CH:89]([CH3:90])[CH3:91])[C:51]([O:53][C@H:54]1[C@H:59]([NH:60][C:61]([O:63][CH3:64])=[O:62])[CH2:58][CH2:57][N:56]([C:65]2[CH:70]=[C:69]([C:71]#[N:72])[CH:68]=[C:67]([NH:73][C:74]3[N:79]=[C:78]([NH:80][CH2:81][CH3:82])[C:77]4=[N:83][CH:84]=[C:85]([C:86]#[N:87])[N:76]4[N:75]=3)[C:66]=2[Cl:88])[CH2:55]1)=[O:52])=[O:12])=[O:7])([CH3:2])([CH3:3])[CH3:4], predict the reactants needed to synthesize it. (2) Given the product [CH3:20][C:17]1[N:18]=[CH:19][C:14]2[N:15]([CH:21]=[C:12]([C:7]3[O:8][C:9]4[C:4]([C:5](=[O:22])[CH:6]=3)=[CH:3][C:2]([N:33]3[CH2:32][CH2:31][N:30]([C:23]([O:25][C:26]([CH3:29])([CH3:28])[CH3:27])=[O:24])[CH2:35][CH2:34]3)=[CH:11][CH:10]=4)[N:13]=2)[CH:16]=1, predict the reactants needed to synthesize it. The reactants are: Br[C:2]1[CH:3]=[C:4]2[C:9](=[CH:10][CH:11]=1)[O:8][C:7]([C:12]1[N:13]=[C:14]3[CH:19]=[N:18][C:17]([CH3:20])=[CH:16][N:15]3[CH:21]=1)=[CH:6][C:5]2=[O:22].[C:23]([N:30]1[CH2:35][CH2:34][NH:33][CH2:32][CH2:31]1)([O:25][C:26]([CH3:29])([CH3:28])[CH3:27])=[O:24].COC1C=CC=C(OC)C=1C1C=CC=CC=1P(C1CCCCC1)C1CCCCC1.C([O-])([O-])=O.[Cs+].[Cs+]. (3) Given the product [C:24]([OH:26])(=[O:36])[CH3:25].[CH3:27][O:26][C:24]1[CH:25]=[C:20]([CH:6]([NH:7][C:8]2[CH:9]=[CH:10][C:11]([C:14]([NH2:18])=[NH:15])=[CH:12][CH:13]=2)[C:5]2[NH:4][C:3](=[O:33])[N:43]([C:38]3[CH:39]=[CH:40][CH:41]=[CH:42][C:37]=3[O:36][CH3:35])[N:44]=2)[CH:21]=[C:22]([O:29][CH3:30])[C:23]=1[O:28][CH2:67][CH2:68][O:70][CH3:71], predict the reactants needed to synthesize it. The reactants are: CO[C:3](=[O:33])[N:4]=[C:5](SC)[C:6]([C:20]1[CH:25]=[C:24]([O:26][CH3:27])[C:23]([OH:28])=[C:22]([O:29][CH3:30])[CH:21]=1)=[N:7][C:8]1[CH:13]=[CH:12][C:11]([C:14]2[N:18]=C(C)O[N:15]=2)=[CH:10][CH:9]=1.Cl.[CH3:35][O:36][C:37]1[CH:42]=[CH:41][CH:40]=[CH:39][C:38]=1[NH:43][NH2:44].COC(=O)N=C(SC)C(C1C=[C:68]([O:70][CH3:71])[CH:67]=C(O)C=1)=NC1C=CC(C2N=C(C)ON=2)=CC=1.N(C1N=CC=CN=1)N. (4) Given the product [I:10][C:7]1[CH:8]=[CH:9][C:4]([C:3]([OH:13])=[O:2])=[C:5]([O:11][CH3:12])[CH:6]=1, predict the reactants needed to synthesize it. The reactants are: C[O:2][C:3](=[O:13])[C:4]1[CH:9]=[CH:8][C:7]([I:10])=[CH:6][C:5]=1[O:11][CH3:12].[OH-].[Na+]. (5) Given the product [C:1]([O:5][C:6](=[O:24])[NH:7][C:8]1[CH:13]=[CH:12][C:11]([C:14]2[CH:15]=[CH:16][C:17]([Cl:20])=[CH:18][CH:19]=2)=[CH:10][C:9]=1[NH2:21])([CH3:4])([CH3:2])[CH3:3], predict the reactants needed to synthesize it. The reactants are: [C:1]([O:5][C:6](=[O:24])[NH:7][C:8]1[CH:13]=[CH:12][C:11]([C:14]2[CH:19]=[CH:18][C:17]([Cl:20])=[CH:16][CH:15]=2)=[CH:10][C:9]=1[N+:21]([O-])=O)([CH3:4])([CH3:3])[CH3:2]. (6) Given the product [NH2:1][C:2]1[C:6]([CH3:7])=[CH:5][S:4][C:3]=1[C:8]([OH:10])=[O:9], predict the reactants needed to synthesize it. The reactants are: [NH2:1][C:2]1[C:6]([CH3:7])=[CH:5][S:4][C:3]=1[C:8]([O:10]C)=[O:9].[OH-].[Na+].Cl.